Task: Predict the reaction yield, written as a fraction of the theoretical maximum amount of product (1.0 means a 100% yield; for example, 0.34 means a 34% yield).. Dataset: Reaction yield outcomes from USPTO patents with 853,638 reactions (1) The reactants are [NH2:1][C:2]1[CH:7]=[CH:6][N:5]([C@H:8]2[C@H:12]([OH:13])[C@H:11]([O:14]CC3C=CC=CC=3)[C@:10]([CH2:24][O:25]CC3C=CC=CC=3)([CH:22]=[CH2:23])[O:9]2)[C:4](=[O:33])[N:3]=1.B(Cl)(Cl)Cl. The catalyst is ClCCl. The product is [NH2:1][C:2]1[CH:7]=[CH:6][N:5]([C@H:8]2[C@H:12]([OH:13])[C@H:11]([OH:14])[C@:10]([CH2:24][OH:25])([CH:22]=[CH2:23])[O:9]2)[C:4](=[O:33])[N:3]=1. The yield is 0.740. (2) The reactants are [N+:1]([C:4]1[CH:12]=[C:11]([Cl:13])[CH:10]=[CH:9][C:5]=1[C:6]([OH:8])=O)([O-:3])=[O:2].C(Cl)(=O)C(Cl)=O.N1C=CC=CC=1.[NH2:26][C:27]1[CH:32]=[CH:31][C:30]([Cl:33])=[CH:29][N:28]=1. The catalyst is ClCCl.CN(C=O)C. The product is [Cl:33][C:30]1[CH:31]=[CH:32][C:27]([NH:26][C:6](=[O:8])[C:5]2[CH:9]=[CH:10][C:11]([Cl:13])=[CH:12][C:4]=2[N+:1]([O-:3])=[O:2])=[N:28][CH:29]=1. The yield is 0.740. (3) The reactants are Cl([O-])(=O)(=O)=O.[CH2:6]([N+:10]1[C:18]2[C:13]3[C:14](=[CH:19][CH:20]=[CH:21][C:12]=3[C:11]=1[CH:22]=[CH:23][CH:24]=[CH:25][CH:26]=[CH:27][CH:28]=[C:29]1[C:37]3[CH:38]=[CH:39][CH:40]=[C:35]4[C:36]=3[C:31](=[CH:32][CH:33]=[CH:34]4)[N:30]1[CH2:41][CH2:42][CH2:43][CH3:44])[CH:15]=[CH:16][CH:17]=2)[CH2:7][CH2:8][CH3:9].[F:45][C:46]([F:63])([S:59]([O-:62])(=[O:61])=[O:60])[CH:47]([O:52][C:53](=[O:58])[C:54]([CH3:57])([CH3:56])[CH3:55])[C:48]([F:51])([F:50])[F:49].[Na+].O. The catalyst is C(Cl)Cl. The product is [F:63][C:46]([F:45])([S:59]([O-:62])(=[O:60])=[O:61])[CH:47]([O:52][C:53](=[O:58])[C:54]([CH3:56])([CH3:57])[CH3:55])[C:48]([F:49])([F:51])[F:50].[CH2:6]([N+:10]1[C:18]2[C:13]3[C:14](=[CH:19][CH:20]=[CH:21][C:12]=3[C:11]=1[CH:22]=[CH:23][CH:24]=[CH:25][CH:26]=[CH:27][CH:28]=[C:29]1[C:37]3[CH:38]=[CH:39][CH:40]=[C:35]4[C:36]=3[C:31](=[CH:32][CH:33]=[CH:34]4)[N:30]1[CH2:41][CH2:42][CH2:43][CH3:44])[CH:15]=[CH:16][CH:17]=2)[CH2:7][CH2:8][CH3:9]. The yield is 0.930. (4) The reactants are [N+:1]([C:4]1[N:5]([CH2:9][C:10]#[CH:11])[CH:6]=[CH:7][N:8]=1)([O-:3])=[O:2].[N:12]([CH:15](O)[CH3:16])=[N+:13]=[N-:14].[O:18]=C1O[C@H]([C@H](CO)O)C([O-])=C1O.[Na+]. The catalyst is [O-]S([O-])(=O)=O.[Cu+2].CO. The product is [N+:1]([C:4]1[N:5]([CH2:9][C:10]2[N:14]=[N:13][N:12]([CH2:15][CH2:16][OH:18])[CH:11]=2)[CH:6]=[CH:7][N:8]=1)([O-:3])=[O:2]. The yield is 0.763. (5) The reactants are [Br:1][C:2]1[CH:6]=[CH:5][S:4][CH:3]=1.[OH:7][S:8]([Cl:11])(=O)=[O:9]. The catalyst is ClCCl. The product is [Br:1][C:2]1[CH:6]=[CH:5][S:4][C:3]=1[S:8]([Cl:11])(=[O:9])=[O:7]. The yield is 0.730. (6) The reactants are CO[C:3]([C:5]1[N:6]=[C:7]([C:23]#[N:24])[C:8]2[C:13]([C:14]=1[OH:15])=[CH:12][CH:11]=[C:10]([O:16][C:17]1[CH:22]=[CH:21][CH:20]=[CH:19][CH:18]=1)[CH:9]=2)=[O:4].[NH2:25][CH2:26][CH2:27][CH2:28][C:29]([OH:31])=[O:30].C[O-].[Na+].CO.Cl. The catalyst is O. The product is [C:23]([C:7]1[C:8]2[C:13](=[CH:12][CH:11]=[C:10]([O:16][C:17]3[CH:22]=[CH:21][CH:20]=[CH:19][CH:18]=3)[CH:9]=2)[C:14]([OH:15])=[C:5]([C:3]([NH:25][CH2:26][CH2:27][CH2:28][C:29]([OH:31])=[O:30])=[O:4])[N:6]=1)#[N:24]. The yield is 0.890. (7) The reactants are Br[C:2]1[CH:13]=[CH:12][C:5]([CH2:6][N:7]2[CH:11]=[CH:10][N:9]=[CH:8]2)=[C:4]([CH3:14])[CH:3]=1.[CH3:15][Si:16]([C:19]#[CH:20])([CH3:18])[CH3:17].CO.CCOC(C)=O. The catalyst is C(N(CC)CC)C.[Cu]I.Cl[Pd](Cl)([P](C1C=CC=CC=1)(C1C=CC=CC=1)C1C=CC=CC=1)[P](C1C=CC=CC=1)(C1C=CC=CC=1)C1C=CC=CC=1. The product is [CH3:14][C:4]1[CH:3]=[C:2]([C:20]#[C:19][Si:16]([CH3:18])([CH3:17])[CH3:15])[CH:13]=[CH:12][C:5]=1[CH2:6][N:7]1[CH:11]=[CH:10][N:9]=[CH:8]1. The yield is 0.820.